This data is from Peptide-MHC class I binding affinity with 185,985 pairs from IEDB/IMGT. The task is: Regression. Given a peptide amino acid sequence and an MHC pseudo amino acid sequence, predict their binding affinity value. This is MHC class I binding data. (1) The peptide sequence is YPTNDIPSLF. The MHC is HLA-B54:01 with pseudo-sequence HLA-B54:01. The binding affinity (normalized) is 0.431. (2) The peptide sequence is YLEGTRTLL. The MHC is HLA-A02:01 with pseudo-sequence HLA-A02:01. The binding affinity (normalized) is 0.0847. (3) The peptide sequence is ALGYTTEEI. The MHC is HLA-B15:01 with pseudo-sequence HLA-B15:01. The binding affinity (normalized) is 0.0847. (4) The peptide sequence is VVRGIDGGV. The MHC is HLA-A02:06 with pseudo-sequence HLA-A02:06. The binding affinity (normalized) is 0.208. (5) The peptide sequence is ETLDVFGPI. The MHC is HLA-A02:50 with pseudo-sequence HLA-A02:50. The binding affinity (normalized) is 0.0847.